Dataset: Reaction yield outcomes from USPTO patents with 853,638 reactions. Task: Predict the reaction yield, written as a fraction of the theoretical maximum amount of product (1.0 means a 100% yield; for example, 0.34 means a 34% yield). (1) The reactants are [CH3:1][O:2][C:3]1[CH:11]=[CH:10][CH:9]=[C:8]2[C:4]=1[CH:5]([CH3:13])[C:6](=[O:12])[NH:7]2.[CH3:14][Si]([N-][Si](C)(C)C)(C)C.[K+].IC.Cl. The catalyst is C1(C)C=CC=CC=1.CO.O1CCCC1. The product is [CH3:1][O:2][C:3]1[CH:11]=[CH:10][CH:9]=[C:8]2[C:4]=1[C:5]([CH3:14])([CH3:13])[C:6](=[O:12])[NH:7]2. The yield is 0.580. (2) The reactants are C([N-]C(C)C)(C)C.[Li+].[Br:9][C:10]1[CH:18]=[CH:17][CH:16]=[C:15]2[C:11]=1[CH2:12][CH2:13][C:14]2=[O:19].Br[CH2:21][C:22]1[CH:31]=[CH:30][C:25]([C:26]([O:28][CH3:29])=[O:27])=[CH:24][CH:23]=1. The catalyst is C1COCC1. The product is [Br:9][C:10]1[CH:18]=[CH:17][CH:16]=[C:15]2[C:11]=1[CH2:12][CH:13]([CH2:21][C:22]1[CH:31]=[CH:30][C:25]([C:26]([O:28][CH3:29])=[O:27])=[CH:24][CH:23]=1)[C:14]2=[O:19]. The yield is 0.0400. (3) The reactants are C(OC(=O)[NH:7][C:8]1[S:9][C:10]2[CH:16]=[C:15]([CH2:17][N:18]3[CH:22]=[CH:21][N:20]=[CH:19]3)[CH:14]=[C:13]([C:23]3[CH:28]=[CH:27][CH:26]=[C:25]([N+:29]([O-:31])=[O:30])[CH:24]=3)[C:11]=2[N:12]=1)(C)(C)C.[ClH:33]. The catalyst is C(OCC)C. The product is [ClH:33].[N:18]1([CH2:17][C:15]2[CH:14]=[C:13]([C:23]3[CH:28]=[CH:27][CH:26]=[C:25]([N+:29]([O-:31])=[O:30])[CH:24]=3)[C:11]3[N:12]=[C:8]([NH2:7])[S:9][C:10]=3[CH:16]=2)[CH:22]=[CH:21][N:20]=[CH:19]1. The yield is 0.700. (4) The reactants are [OH:1][C:2]1[CH:11]=[CH:10][C:5]([C:6]([NH:8][NH2:9])=[O:7])=[CH:4][CH:3]=1.[CH3:12][C:13]1[CH:14]=[C:15]([CH:19]=O)[O:16][C:17]=1[CH3:18]. The catalyst is C(O)(=O)C.CCO. The product is [CH3:12][C:13]1[CH:14]=[C:15]([CH:19]=[N:9][NH:8][C:6](=[O:7])[C:5]2[CH:10]=[CH:11][C:2]([OH:1])=[CH:3][CH:4]=2)[O:16][C:17]=1[CH3:18]. The yield is 0.900.